This data is from P-glycoprotein inhibition data for predicting drug efflux from Broccatelli et al.. The task is: Regression/Classification. Given a drug SMILES string, predict its absorption, distribution, metabolism, or excretion properties. Task type varies by dataset: regression for continuous measurements (e.g., permeability, clearance, half-life) or binary classification for categorical outcomes (e.g., BBB penetration, CYP inhibition). Dataset: pgp_broccatelli. (1) The molecule is C1CCN(c2nc(N3CCCCC3)c3nc(N4CCCCC4)nc(N4CCCCC4)c3n2)CC1. The result is 0 (non-inhibitor). (2) The drug is CCCCCN(CCCOC)C(=O)[C@H](CCC(=O)O)NC(=O)c1ccc(Cl)c(Cl)c1. The result is 1 (inhibitor). (3) The compound is COc1ccc(CN(C)CCc2ccc(NC(=O)c3ccccc3NC(=O)c3cnc4ccccc4n3)cc2)cc1OC. The result is 1 (inhibitor). (4) The drug is O=C(Oc1ccccc1)N1[C@H]2C3[C@@H]4N(C(=O)Oc5ccccc5)[C@@H]5C([C@@H](c6ccccc6)C24CO)[C@H]1C5(CO)[C@@H]3c1ccccc1. The result is 1 (inhibitor). (5) The compound is Cc1c(C(=O)c2ccccc2)c(=O)n(-c2ccccc2)n1C[C@@H](O)CNC(C)C. The result is 0 (non-inhibitor). (6) The drug is CCCCOc1cc2oc(-c3ccccc3)cc(=O)c2c(OC)c1OCCCC. The result is 1 (inhibitor).